From a dataset of NCI-60 drug combinations with 297,098 pairs across 59 cell lines. Regression. Given two drug SMILES strings and cell line genomic features, predict the synergy score measuring deviation from expected non-interaction effect. (1) Drug 2: CCCCC(=O)OCC(=O)C1(CC(C2=C(C1)C(=C3C(=C2O)C(=O)C4=C(C3=O)C=CC=C4OC)O)OC5CC(C(C(O5)C)O)NC(=O)C(F)(F)F)O. Drug 1: CC=C1C(=O)NC(C(=O)OC2CC(=O)NC(C(=O)NC(CSSCCC=C2)C(=O)N1)C(C)C)C(C)C. Cell line: MCF7. Synergy scores: CSS=38.5, Synergy_ZIP=1.50, Synergy_Bliss=3.85, Synergy_Loewe=4.93, Synergy_HSA=5.52. (2) Drug 1: CN1C(=O)N2C=NC(=C2N=N1)C(=O)N. Drug 2: CCN(CC)CCNC(=O)C1=C(NC(=C1C)C=C2C3=C(C=CC(=C3)F)NC2=O)C. Cell line: SK-MEL-5. Synergy scores: CSS=-3.48, Synergy_ZIP=3.26, Synergy_Bliss=1.09, Synergy_Loewe=-3.07, Synergy_HSA=-4.28. (3) Drug 2: C1CN(CCN1C(=O)CCBr)C(=O)CCBr. Drug 1: C1=CC=C(C(=C1)C(C2=CC=C(C=C2)Cl)C(Cl)Cl)Cl. Synergy scores: CSS=2.69, Synergy_ZIP=-2.02, Synergy_Bliss=0.125, Synergy_Loewe=-8.57, Synergy_HSA=-3.76. Cell line: OVCAR3. (4) Drug 1: COC1=C(C=C2C(=C1)N=CN=C2NC3=CC(=C(C=C3)F)Cl)OCCCN4CCOCC4. Drug 2: CC1OCC2C(O1)C(C(C(O2)OC3C4COC(=O)C4C(C5=CC6=C(C=C35)OCO6)C7=CC(=C(C(=C7)OC)O)OC)O)O. Cell line: UO-31. Synergy scores: CSS=44.0, Synergy_ZIP=0.625, Synergy_Bliss=4.19, Synergy_Loewe=9.14, Synergy_HSA=10.2.